From a dataset of Forward reaction prediction with 1.9M reactions from USPTO patents (1976-2016). Predict the product of the given reaction. (1) Given the reactants CON(C)[C:4]([C:6]1[N:7]=[CH:8][N:9]([C:11]2[CH:12]=[C:13]([C:17]3[CH:22]=[CH:21][CH:20]=[C:19]([F:23])[C:18]=3[O:24][CH3:25])[CH:14]=[CH:15][CH:16]=2)[CH:10]=1)=[O:5].Br[C:28]1[CH:29]=[C:30]([O:34][CH3:35])[CH:31]=[CH:32][CH:33]=1, predict the reaction product. The product is: [F:23][C:19]1[C:18]([O:24][CH3:25])=[C:17]([C:13]2[CH:14]=[CH:15][CH:16]=[C:11]([N:9]3[CH:10]=[C:6]([C:4]([C:28]4[CH:33]=[CH:32][CH:31]=[C:30]([O:34][CH3:35])[CH:29]=4)=[O:5])[N:7]=[CH:8]3)[CH:12]=2)[CH:22]=[CH:21][CH:20]=1. (2) Given the reactants [C:1]([N:8]1[CH:12]=[CH:11][CH:10]=[C:9]1B(O)O)([O:3][C:4]([CH3:7])([CH3:6])[CH3:5])=[O:2].Cl[C:17]1[CH:22]=[C:21]([O:23][C:24]2[CH:30]=[CH:29][C:27]([NH2:28])=[CH:26][CH:25]=2)[CH:20]=[CH:19][N:18]=1.C([O-])([O-])=O.[Na+].[Na+].O, predict the reaction product. The product is: [NH2:28][C:27]1[CH:29]=[CH:30][C:24]([O:23][C:21]2[CH:22]=[CH:17][N:18]=[C:19]([C:9]3[N:8]([C:1]([O:3][C:4]([CH3:7])([CH3:6])[CH3:5])=[O:2])[CH:12]=[CH:11][CH:10]=3)[CH:20]=2)=[CH:25][CH:26]=1. (3) Given the reactants C1(N)C(F)=C(F)C(F)=C(N)C=1F.Cl.Cl.[N:15]1[C:23]2[CH:22]=[CH:21][N:20]=[CH:19][C:18]=2[NH:17][C:16]=1[C:24]1[C:36]2[C:35]3[C:30](=[CH:31][CH:32]=[CH:33][CH:34]=3)[CH:29]([NH2:37])[C:28]=2[CH:27]=[CH:26][CH:25]=1.[CH:38]([C:40]1[CH:48]=[C:47]2[C:43]([CH:44]=[CH:45][NH:46]2)=[CH:42][CH:41]=1)=O.C(N(C(C)C)CC)(C)C.[B-].[Na+], predict the reaction product. The product is: [N:15]1[C:23]2[CH:22]=[CH:21][N:20]=[CH:19][C:18]=2[NH:17][C:16]=1[C:24]1[C:36]2[C:35]3[C:30](=[CH:31][CH:32]=[CH:33][CH:34]=3)[CH:29]([NH:37][CH2:38][C:40]3[CH:48]=[C:47]4[C:43]([CH:44]=[CH:45][NH:46]4)=[CH:42][CH:41]=3)[C:28]=2[CH:27]=[CH:26][CH:25]=1. (4) Given the reactants [NH:1]1[C:9]2[C:4](=[CH:5][CH:6]=[CH:7][CH:8]=2)[CH:3]=[C:2]1[C:10]([NH2:12])=O.P(Cl)(Cl)(Cl)=O.C(Cl)(Cl)Cl, predict the reaction product. The product is: [NH:1]1[C:9]2[C:4](=[CH:5][CH:6]=[CH:7][CH:8]=2)[CH:3]=[C:2]1[C:10]#[N:12].